From a dataset of Peptide-MHC class I binding affinity with 185,985 pairs from IEDB/IMGT. Regression. Given a peptide amino acid sequence and an MHC pseudo amino acid sequence, predict their binding affinity value. This is MHC class I binding data. (1) The peptide sequence is ATTHSWIPK. The MHC is HLA-A01:01 with pseudo-sequence HLA-A01:01. The binding affinity (normalized) is 0.0847. (2) The peptide sequence is GLAMGIMML. The MHC is HLA-A02:17 with pseudo-sequence HLA-A02:17. The binding affinity (normalized) is 0.111.